Dataset: Forward reaction prediction with 1.9M reactions from USPTO patents (1976-2016). Task: Predict the product of the given reaction. (1) Given the reactants [Cl:1][C:2]1[CH:7]=[CH:6][C:5]([CH:8]([C:12]2[CH:17]=[CH:16][C:15]([Cl:18])=[CH:14][CH:13]=2)[C:9]([OH:11])=O)=[CH:4][CH:3]=1.[NH2:19][CH2:20][CH2:21][CH2:22][N:23]1[CH2:28][CH2:27][CH:26]([C:29]2[CH:30]=[C:31]([NH:36][C:37](=[O:41])[CH:38]([CH3:40])[CH3:39])[CH:32]=[CH:33][C:34]=2[F:35])[CH2:25][CH2:24]1, predict the reaction product. The product is: [Cl:18][C:15]1[CH:16]=[CH:17][C:12]([CH:8]([C:5]2[CH:4]=[CH:3][C:2]([Cl:1])=[CH:7][CH:6]=2)[C:9]([NH:19][CH2:20][CH2:21][CH2:22][N:23]2[CH2:28][CH2:27][CH:26]([C:29]3[CH:30]=[C:31]([NH:36][C:37](=[O:41])[CH:38]([CH3:39])[CH3:40])[CH:32]=[CH:33][C:34]=3[F:35])[CH2:25][CH2:24]2)=[O:11])=[CH:13][CH:14]=1. (2) Given the reactants [C:1]([O:5][C:6]([NH:8][CH:9]([CH:13]([O:16][C:17]1[CH:22]=[CH:21][CH:20]=[CH:19][C:18]=1[N+:23]([O-])=O)[CH2:14][CH3:15])[C:10]([OH:12])=[O:11])=[O:7])([CH3:4])([CH3:3])[CH3:2], predict the reaction product. The product is: [NH2:23][C:18]1[CH:19]=[CH:20][CH:21]=[CH:22][C:17]=1[O:16][CH:13]([CH2:14][CH3:15])[CH:9]([NH:8][C:6]([O:5][C:1]([CH3:3])([CH3:4])[CH3:2])=[O:7])[C:10]([OH:12])=[O:11].